Dataset: Forward reaction prediction with 1.9M reactions from USPTO patents (1976-2016). Task: Predict the product of the given reaction. Given the reactants [Cl:1][C:2]1[CH:7]=[CH:6][C:5]([C:8]2[C:12]([CH2:13][CH2:14][C:15]([OH:17])=[O:16])=[CH:11][O:10][N:9]=2)=[CH:4][C:3]=1[F:18].S(=O)(=O)(O)O.[CH3:24]O, predict the reaction product. The product is: [Cl:1][C:2]1[CH:7]=[CH:6][C:5]([C:8]2[C:12]([CH2:13][CH2:14][C:15]([O:17][CH3:24])=[O:16])=[CH:11][O:10][N:9]=2)=[CH:4][C:3]=1[F:18].